This data is from Full USPTO retrosynthesis dataset with 1.9M reactions from patents (1976-2016). The task is: Predict the reactants needed to synthesize the given product. (1) Given the product [F:17][C:4]1[CH:3]=[C:2]([C:21]2[CH:22]=[CH:23][N:18]=[CH:19][CH:20]=2)[C:10]2[N:9]3[CH2:11][CH2:12][CH2:13][NH:14][C:15](=[O:16])[C:8]3=[CH:7][C:6]=2[CH:5]=1, predict the reactants needed to synthesize it. The reactants are: Br[C:2]1[C:10]2[N:9]3[CH2:11][CH2:12][CH2:13][NH:14][C:15](=[O:16])[C:8]3=[CH:7][C:6]=2[CH:5]=[C:4]([F:17])[CH:3]=1.[N:18]1[CH:23]=[CH:22][C:21](B(O)O)=[CH:20][CH:19]=1. (2) Given the product [CH3:15][N:13]([CH2:12][C:5]1[CH:6]=[CH:7][C:8]([NH2:9])=[C:3]([O:2][CH3:1])[CH:4]=1)[CH3:14], predict the reactants needed to synthesize it. The reactants are: [CH3:1][O:2][C:3]1[CH:4]=[C:5]([CH2:12][N:13]([CH3:15])[CH3:14])[CH:6]=[CH:7][C:8]=1[N+:9]([O-])=O. (3) Given the product [OH:11][CH2:10][CH2:9][CH2:8][C:4]1[CH:3]=[C:2]([OH:1])[CH:7]=[CH:6][CH:5]=1, predict the reactants needed to synthesize it. The reactants are: [OH:1][C:2]1[CH:3]=[C:4]([CH2:8][CH2:9][C:10](OCC)=[O:11])[CH:5]=[CH:6][CH:7]=1.CC(C[AlH]CC(C)C)C.[C@H](O)(C([O-])=O)[C@@H](O)C([O-])=O.[Na+].[K+].